From a dataset of Full USPTO retrosynthesis dataset with 1.9M reactions from patents (1976-2016). Predict the reactants needed to synthesize the given product. Given the product [Cl:1][CH2:2][CH2:3][CH2:4][O:5][C:6]1[CH:11]=[CH:10][C:9]([C:12]2[CH:17]=[CH:16][C:15]([C:18]([N:21]3[CH2:25][CH2:24][CH2:23][CH2:22]3)=[O:19])=[CH:14][CH:13]=2)=[CH:8][CH:7]=1, predict the reactants needed to synthesize it. The reactants are: [Cl:1][CH2:2][CH2:3][CH2:4][O:5][C:6]1[CH:11]=[CH:10][C:9]([C:12]2[CH:17]=[CH:16][C:15]([C:18](Cl)=[O:19])=[CH:14][CH:13]=2)=[CH:8][CH:7]=1.[NH:21]1[CH2:25][CH2:24][CH2:23][CH2:22]1.